This data is from HIV replication inhibition screening data with 41,000+ compounds from the AIDS Antiviral Screen. The task is: Binary Classification. Given a drug SMILES string, predict its activity (active/inactive) in a high-throughput screening assay against a specified biological target. The molecule is O=S(=O)(O)c1cc(N=Nc2cc(S(=O)(=O)O)c3cccnc3c2O)ccc1C=Cc1ccc(N=Nc2cc(S(=O)(=O)O)c3cccnc3c2O)cc1S(=O)(=O)O.[LiH]. The result is 1 (active).